Dataset: Catalyst prediction with 721,799 reactions and 888 catalyst types from USPTO. Task: Predict which catalyst facilitates the given reaction. (1) Reactant: [C:1]([O:5][C:6]([N:8]1[CH2:12][C@H:11]([F:13])[CH2:10][C@H:9]1[C:14]([OH:16])=O)=[O:7])([CH3:4])([CH3:3])[CH3:2].[CH2:17]([N:24]1[CH2:28][C@@H:27]2[C@@H:29]([NH2:32])[CH2:30][CH2:31][C@@H:26]2[CH2:25]1)[C:18]1[CH:23]=[CH:22][CH:21]=[CH:20][CH:19]=1.O.ON1C2C=CC=CC=2N=N1.C(N=C=NCCCN(C)C)C. Product: [CH2:17]([N:24]1[CH2:28][C@@H:27]2[C@@H:29]([NH:32][C:14]([C@@H:9]3[CH2:10][C@@H:11]([F:13])[CH2:12][N:8]3[C:6]([O:5][C:1]([CH3:2])([CH3:3])[CH3:4])=[O:7])=[O:16])[CH2:30][CH2:31][C@@H:26]2[CH2:25]1)[C:18]1[CH:19]=[CH:20][CH:21]=[CH:22][CH:23]=1. The catalyst class is: 4. (2) Reactant: [C:1]([C:5]1[CH:10]=[CH:9][N:8]=[C:7]([N:11]([CH3:20])[C:12]2[CH:17]=[CH:16][N:15]=[C:14]([S:18][CH3:19])[N:13]=2)[N:6]=1)([CH3:4])([CH3:3])[CH3:2].ClC1C=CC=C(C(OO)=[O:29])C=1. Product: [C:1]([C:5]1[CH:10]=[CH:9][N:8]=[C:7]([N:11]([CH3:20])[C:12]2[CH:17]=[CH:16][N:15]=[C:14]([S:18]([CH3:19])=[O:29])[N:13]=2)[N:6]=1)([CH3:4])([CH3:2])[CH3:3]. The catalyst class is: 22. (3) Reactant: [CH3:1][O:2][C:3]([C:5]1[CH:9]=[CH:8][N:7]([CH:10]([F:12])[F:11])[N:6]=1)=[O:4].[Cl:13]N1C(=O)CCC1=O. Product: [CH3:1][O:2][C:3]([C:5]1[C:9]([Cl:13])=[CH:8][N:7]([CH:10]([F:12])[F:11])[N:6]=1)=[O:4]. The catalyst class is: 9. (4) Reactant: [C:1]([C:9]1[CH:18]=[CH:17][C:12]2[N:13]=[CH:14][S:15](=O)[C:11]=2[CH:10]=1)(=[O:8])[C:2]1[CH:7]=[CH:6][CH:5]=[CH:4][CH:3]=1.C([O-])([O-])=[O:20].[K+].[K+].Cl[CH2:26][CH2:27][O:28][C:29]1[CH:46]=[CH:45][C:32]([O:33][CH2:34][CH2:35][CH2:36][C:37]([CH3:44])([CH3:43])[C:38]([O:40][CH2:41][CH3:42])=[O:39])=[CH:31][CH:30]=1.O. Product: [C:1]([C:9]1[CH:18]=[CH:17][C:12]2[N:13]([CH2:26][CH2:27][O:28][C:29]3[CH:46]=[CH:45][C:32]([O:33][CH2:34][CH2:35][CH2:36][C:37]([CH3:44])([CH3:43])[C:38]([O:40][CH2:41][CH3:42])=[O:39])=[CH:31][CH:30]=3)[C:14](=[O:20])[S:15][C:11]=2[CH:10]=1)(=[O:8])[C:2]1[CH:7]=[CH:6][CH:5]=[CH:4][CH:3]=1. The catalyst class is: 3.